This data is from Peptide-MHC class I binding affinity with 185,985 pairs from IEDB/IMGT. The task is: Regression. Given a peptide amino acid sequence and an MHC pseudo amino acid sequence, predict their binding affinity value. This is MHC class I binding data. (1) The peptide sequence is LKILVLSIL. The MHC is HLA-A30:02 with pseudo-sequence HLA-A30:02. The binding affinity (normalized) is 0.140. (2) The peptide sequence is ILGPPGSVY. The MHC is HLA-B15:01 with pseudo-sequence HLA-B15:01. The binding affinity (normalized) is 0.766. (3) The peptide sequence is ISLQEVFTM. The MHC is HLA-B46:01 with pseudo-sequence HLA-B46:01. The binding affinity (normalized) is 0.0847. (4) The peptide sequence is FICKHSMVDR. The MHC is HLA-A33:01 with pseudo-sequence HLA-A33:01. The binding affinity (normalized) is 0.570. (5) The peptide sequence is EDEEHYLMHPA. The MHC is Mamu-B01 with pseudo-sequence Mamu-B01. The binding affinity (normalized) is 0. (6) The peptide sequence is ETAWPFFYA. The MHC is HLA-A02:03 with pseudo-sequence HLA-A02:03. The binding affinity (normalized) is 0.439. (7) The peptide sequence is LVPVLEKKV. The MHC is HLA-A02:03 with pseudo-sequence HLA-A02:03. The binding affinity (normalized) is 0.223. (8) The peptide sequence is CEALLADGL. The MHC is HLA-A02:03 with pseudo-sequence HLA-A02:03. The binding affinity (normalized) is 0.0847. (9) The peptide sequence is RRHRILDIYL. The MHC is Mamu-B08 with pseudo-sequence Mamu-B08. The binding affinity (normalized) is 0.787.